Dataset: Reaction yield outcomes from USPTO patents with 853,638 reactions. Task: Predict the reaction yield, written as a fraction of the theoretical maximum amount of product (1.0 means a 100% yield; for example, 0.34 means a 34% yield). (1) The catalyst is COCCO.C(Cl)Cl. The reactants are CN(C)/[CH:3]=[CH:4]/[C:5]([C:7]1[N:11]([CH:12]([CH3:14])[CH3:13])[C:10]([CH3:15])=[N:9][CH:8]=1)=O.C(=O)(O)O.[NH2:21][C:22]([NH2:24])=[NH:23].CCOCC. The product is [CH:12]([N:11]1[C:7]([C:5]2[CH:4]=[CH:3][N:21]=[C:22]([NH2:24])[N:23]=2)=[CH:8][N:9]=[C:10]1[CH3:15])([CH3:14])[CH3:13]. The yield is 0.810. (2) The catalyst is C1C=CC=CC=1. The yield is 0.390. The product is [Cl:14][C:15]1[CH:24]=[CH:23][C:18]([C:19]2[N:21]=[C:7]([C:3]3[O:4][CH:5]=[CH:6][C:2]=3[CH3:1])[O:9][N:20]=2)=[CH:17][CH:16]=1. The reactants are [CH3:1][C:2]1[CH:6]=[CH:5][O:4][C:3]=1[C:7]([OH:9])=O.S(Cl)(Cl)=O.[Cl:14][C:15]1[CH:24]=[CH:23][C:18]([C:19](=[N:21]O)[NH2:20])=[CH:17][CH:16]=1.O. (3) The yield is 0.870. The reactants are [CH2:1]([O:4][N:5]([C@H:18]1[CH2:23][N:22]([C:24]([O:26][C:27]([CH3:30])([CH3:29])[CH3:28])=[O:25])[C@H:21]([CH2:31][O:32][Si](C(C)(C)C)(C)C)[C:20]([CH2:40][CH3:41])=[CH:19]1)[S:6]([C:9]1[CH:14]=[CH:13][CH:12]=[CH:11][C:10]=1[N+:15]([O-:17])=[O:16])(=[O:8])=[O:7])[CH:2]=[CH2:3].C(ON([C@H]1CN(C(OC(C)(C)C)=O)[C@H](CO)C=C1C)S(C1C=CC=CC=1[N+]([O-])=O)(=O)=O)C=C. No catalyst specified. The product is [CH2:1]([O:4][N:5]([C@H:18]1[CH2:23][N:22]([C:24]([O:26][C:27]([CH3:28])([CH3:29])[CH3:30])=[O:25])[C@H:21]([CH2:31][OH:32])[C:20]([CH2:40][CH3:41])=[CH:19]1)[S:6]([C:9]1[CH:14]=[CH:13][CH:12]=[CH:11][C:10]=1[N+:15]([O-:17])=[O:16])(=[O:8])=[O:7])[CH:2]=[CH2:3].